This data is from Peptide-MHC class II binding affinity with 134,281 pairs from IEDB. The task is: Regression. Given a peptide amino acid sequence and an MHC pseudo amino acid sequence, predict their binding affinity value. This is MHC class II binding data. (1) The peptide sequence is ALRVIAGALEVHAVK. The MHC is HLA-DQA10501-DQB10301 with pseudo-sequence HLA-DQA10501-DQB10301. The binding affinity (normalized) is 0.672. (2) The peptide sequence is HGRQIRMARILGRDPE. The MHC is DRB1_0301 with pseudo-sequence DRB1_0301. The binding affinity (normalized) is 0.446. (3) The peptide sequence is KVSFEPIPIHYCAPAGFA. The MHC is DRB1_1501 with pseudo-sequence DRB1_1501. The binding affinity (normalized) is 0.594. (4) The peptide sequence is FLDPASIAARGWAAH. The MHC is HLA-DQA10201-DQB10303 with pseudo-sequence HLA-DQA10201-DQB10303. The binding affinity (normalized) is 0.566. (5) The peptide sequence is KAVEAYLVAHPDLYK. The MHC is DRB1_0401 with pseudo-sequence DRB1_0401. The binding affinity (normalized) is 0.410.